This data is from Catalyst prediction with 721,799 reactions and 888 catalyst types from USPTO. The task is: Predict which catalyst facilitates the given reaction. (1) Reactant: [N+:1]([C:4]1[C:9](=[O:10])[NH:8][C:7]([C:11]2[CH:16]=[CH:15][C:14]([C:17]3([NH:21][C:22](=[O:28])[O:23][C:24]([CH3:27])([CH3:26])[CH3:25])[CH2:20][CH2:19][CH2:18]3)=[CH:13][CH:12]=2)=[C:6]([C:29]2[CH:34]=[CH:33][CH:32]=[CH:31][CH:30]=2)[CH:5]=1)([O-])=O. Product: [C:24]([O:23][C:22](=[O:28])[NH:21][C:17]1([C:14]2[CH:15]=[CH:16][C:11]([C:7]3[NH:8][C:9](=[O:10])[C:4]([NH2:1])=[CH:5][C:6]=3[C:29]3[CH:30]=[CH:31][CH:32]=[CH:33][CH:34]=3)=[CH:12][CH:13]=2)[CH2:18][CH2:19][CH2:20]1)([CH3:27])([CH3:25])[CH3:26]. The catalyst class is: 183. (2) Reactant: [C:1]([C:3]1[CH:4]=[C:5]([CH:9]=[CH:10][C:11]=1[CH2:12][CH:13]([CH3:15])[CH3:14])[C:6](O)=O)#[N:2].[NH:16]([C:18](=[S:20])[NH2:19])[NH2:17]. Product: [NH2:19][C:18]1[S:20][C:6]([C:5]2[CH:9]=[CH:10][C:11]([CH2:12][CH:13]([CH3:15])[CH3:14])=[C:3]([CH:4]=2)[C:1]#[N:2])=[N:17][N:16]=1. The catalyst class is: 286. (3) Reactant: [C:1]([C:3]1[CH:8]=[CH:7][C:6]([C:9]2([C:15]([O:17]C)=[O:16])[CH2:12][C:11]([F:14])([F:13])[CH2:10]2)=[CH:5][CH:4]=1)#[N:2].[Li+].[OH-]. Product: [C:1]([C:3]1[CH:8]=[CH:7][C:6]([C:9]2([C:15]([OH:17])=[O:16])[CH2:10][C:11]([F:14])([F:13])[CH2:12]2)=[CH:5][CH:4]=1)#[N:2]. The catalyst class is: 20.